Dataset: Forward reaction prediction with 1.9M reactions from USPTO patents (1976-2016). Task: Predict the product of the given reaction. (1) Given the reactants [C:1]([C:4]1[N:5]=[CH:6][C:7]([N:28]2[CH2:33][CH2:32][CH2:31][C@@H:30]([NH:34]C(=O)OC(C)(C)C)[C@H:29]2[CH3:42])=[N:8][C:9]=1[NH:10][C:11]1[CH:16]=[CH:15][C:14]([CH:17]2[CH2:22][CH2:21][N:20]([CH:23]3[CH2:27][CH2:26][CH2:25][CH2:24]3)[CH2:19][CH2:18]2)=[CH:13][CH:12]=1)(=[O:3])[NH2:2].C(O)(C(F)(F)F)=O.C(Cl)[Cl:51], predict the reaction product. The product is: [NH2:34][C@@H:30]1[CH2:31][CH2:32][CH2:33][N:28]([C:7]2[N:8]=[C:9]([NH:10][C:11]3[CH:12]=[CH:13][C:14]([CH:17]4[CH2:22][CH2:21][N:20]([CH:23]5[CH2:24][CH2:25][CH2:26][CH2:27]5)[CH2:19][CH2:18]4)=[CH:15][CH:16]=3)[C:4]([C:1]([NH2:2])=[O:3])=[N:5][CH:6]=2)[C@@H:29]1[CH3:42].[ClH:51]. (2) Given the reactants [OH:1][CH:2]([CH2:11][CH:12]([OH:15])[CH2:13][OH:14])[CH2:3][C:4]([O:6][C:7]([CH3:10])([CH3:9])[CH3:8])=[O:5].FC(F)(F)C(OC(=O)C(F)(F)F)=O, predict the reaction product. The product is: [OH:1][C@H:2]([CH2:11][C@H:12]([OH:15])[CH2:13][OH:14])[CH2:3][C:4]([O:6][C:7]([CH3:10])([CH3:8])[CH3:9])=[O:5].